This data is from TCR-epitope binding with 47,182 pairs between 192 epitopes and 23,139 TCRs. The task is: Binary Classification. Given a T-cell receptor sequence (or CDR3 region) and an epitope sequence, predict whether binding occurs between them. (1) The epitope is LPPAYTNSF. The TCR CDR3 sequence is CASSRGTSTDTQYF. Result: 0 (the TCR does not bind to the epitope). (2) The epitope is GLCTLVAML. The TCR CDR3 sequence is CSARDTVGNGYTF. Result: 1 (the TCR binds to the epitope). (3) The epitope is YLDAYNMMI. The TCR CDR3 sequence is CASISASGDEKLFF. Result: 0 (the TCR does not bind to the epitope). (4) The epitope is SEETGTLIV. The TCR CDR3 sequence is CASSRRGRDDEKLFF. Result: 0 (the TCR does not bind to the epitope). (5) The epitope is WICLLQFAY. The TCR CDR3 sequence is CAIGGTTLYEQYF. Result: 1 (the TCR binds to the epitope). (6) The epitope is KLGGALQAK. The TCR CDR3 sequence is CASALGARGRAYEQYF. Result: 1 (the TCR binds to the epitope). (7) The epitope is SEPVLKGVKL. The TCR CDR3 sequence is CASSLELAGTYEQYF. Result: 0 (the TCR does not bind to the epitope).